The task is: Predict the reactants needed to synthesize the given product.. This data is from Full USPTO retrosynthesis dataset with 1.9M reactions from patents (1976-2016). (1) The reactants are: CSC(N1CCC(CC)=N1)=NCC.Cl[C:15]1[CH:20]=[CH:19][CH:18]=[CH:17][C:16]=1[S:21]([NH2:24])(=[O:23])=[O:22]. Given the product [C:16]1([S:21]([NH2:24])(=[O:23])=[O:22])[CH:17]=[CH:18][CH:19]=[CH:20][CH:15]=1, predict the reactants needed to synthesize it. (2) Given the product [C:25]([O:24][C@@H:18]([C:9]1[C:8]([CH3:29])=[CH:7][C:5]2[N:6]=[C:2]([C:37]3[CH:38]=[CH:39][C:34]4[N:33]=[CH:32][N:31]([CH3:30])[C:35]=4[CH:36]=3)[S:3][C:4]=2[C:10]=1[C:11]1[CH:16]=[CH:15][C:14]([Cl:17])=[CH:13][CH:12]=1)[C:19]([O:21][CH2:22][CH3:23])=[O:20])([CH3:28])([CH3:27])[CH3:26], predict the reactants needed to synthesize it. The reactants are: Br[C:2]1[S:3][C:4]2[C:10]([C:11]3[CH:16]=[CH:15][C:14]([Cl:17])=[CH:13][CH:12]=3)=[C:9]([C@H:18]([O:24][C:25]([CH3:28])([CH3:27])[CH3:26])[C:19]([O:21][CH2:22][CH3:23])=[O:20])[C:8]([CH3:29])=[CH:7][C:5]=2[N:6]=1.[CH3:30][N:31]1[C:35]2[CH:36]=[C:37](B(O)O)[CH:38]=[CH:39][C:34]=2[N:33]=[CH:32]1.C([O-])([O-])=O.[K+].[K+]. (3) Given the product [CH3:18][N:19]1[CH2:20][CH2:21][CH:22]([C:25]2[C:33]3[C:28](=[CH:29][CH:30]=[C:31]([NH:34][S:14]([C:11]4[CH:12]=[CH:13][C:8]([O:1][C:2]5[CH:7]=[CH:6][CH:5]=[CH:4][CH:3]=5)=[CH:9][CH:10]=4)(=[O:16])=[O:15])[CH:32]=3)[NH:27][N:26]=2)[CH2:23][CH2:24]1, predict the reactants needed to synthesize it. The reactants are: [O:1]([C:8]1[CH:13]=[CH:12][C:11]([S:14](Cl)(=[O:16])=[O:15])=[CH:10][CH:9]=1)[C:2]1[CH:7]=[CH:6][CH:5]=[CH:4][CH:3]=1.[CH3:18][N:19]1[CH2:24][CH2:23][CH:22]([C:25]2[C:33]3[C:28](=[CH:29][CH:30]=[C:31]([NH2:34])[CH:32]=3)[NH:27][N:26]=2)[CH2:21][CH2:20]1. (4) The reactants are: N1CCC[C@H]1C(O)=O.[NH2:9][C@H:10]([C:18]([OH:20])=[O:19])[CH2:11][C:12]1[CH:17]=CC=C[CH:13]=1. Given the product [NH2:9][C@H:10]([C:18]([OH:20])=[O:19])[CH2:11][CH:12]([CH3:17])[CH3:13], predict the reactants needed to synthesize it. (5) Given the product [C:16]([C:15]1[CH:18]=[CH:19][C:12]([N:4]2[C@@H:5]([CH:7]3[CH2:11][CH2:10][CH2:9][CH2:8]3)[CH2:6][C:2]([C:29]3[CH:28]=[CH:27][C:26]([NH:25][S:22]([CH3:21])(=[O:23])=[O:24])=[CH:31][CH:30]=3)=[N:3]2)=[N:13][C:14]=1[CH3:20])#[N:17], predict the reactants needed to synthesize it. The reactants are: Cl[C:2]1[CH2:6][C@H:5]([CH:7]2[CH2:11][CH2:10][CH2:9][CH2:8]2)[N:4]([C:12]2[CH:19]=[CH:18][C:15]([C:16]#[N:17])=[C:14]([CH3:20])[N:13]=2)[N:3]=1.[CH3:21][S:22]([NH:25][C:26]1[CH:31]=[CH:30][C:29](B(O)O)=[CH:28][CH:27]=1)(=[O:24])=[O:23]. (6) Given the product [Cl:24][C:17]1[C:18]([Cl:23])=[CH:19][CH:20]=[C:21]([F:22])[C:16]=1[C:15]1[S:12](=[O:14])(=[O:13])[CH2:11][C:10]2[N:9]=[CH:8][CH:7]=[N:6][C:5]=2[C:3]=1[OH:4], predict the reactants needed to synthesize it. The reactants are: CO[C:3]([C:5]1[C:10]([CH2:11][S:12]([CH2:15][C:16]2[C:21]([F:22])=[CH:20][CH:19]=[C:18]([Cl:23])[C:17]=2[Cl:24])(=[O:14])=[O:13])=[N:9][CH:8]=[CH:7][N:6]=1)=[O:4].C(=O)([O-])[O-].[K+].[K+]. (7) Given the product [CH2:6]([O:8][C:9](=[O:13])[CH:10]([C:11]#[N:12])[C:4](=[S:5])[NH:3][CH2:1][CH3:2])[CH3:7], predict the reactants needed to synthesize it. The reactants are: [CH2:1]([N:3]=[C:4]=[S:5])[CH3:2].[CH2:6]([O:8][C:9](=[O:13])[CH2:10][C:11]#[N:12])[CH3:7].C(N(CC)CC)C. (8) Given the product [CH:18]1([N:16]([CH3:17])[C:14](=[O:15])[C:13]2[CH:22]=[C:9]([O:8][C:7]3[C:6]([CH3:27])=[CH:5][C:4]([NH:3][C:1]4[NH:30][N:29]=[N:28][N:2]=4)=[CH:25][C:24]=3[CH3:26])[CH:10]=[CH:11][C:12]=2[OH:23])[CH2:21][CH2:20][CH2:19]1, predict the reactants needed to synthesize it. The reactants are: [C:1]([NH:3][C:4]1[CH:25]=[C:24]([CH3:26])[C:7]([O:8][C:9]2[CH:10]=[CH:11][C:12]([OH:23])=[C:13]([CH:22]=2)[C:14]([N:16]([CH:18]2[CH2:21][CH2:20][CH2:19]2)[CH3:17])=[O:15])=[C:6]([CH3:27])[CH:5]=1)#[N:2].[N-:28]=[N+:29]=[N-:30].[Na+].[Cl-].[NH4+]. (9) Given the product [NH:1]1[CH2:6][CH2:5][C:4]2([NH:21][C:19](=[O:20])[C:10]3[CH:11]=[C:12]4[C:17](=[CH:18][C:9]=3[O:7]2)[CH:16]=[CH:15][CH:14]=[CH:13]4)[CH2:3][CH2:2]1, predict the reactants needed to synthesize it. The reactants are: [NH:1]1[CH2:6][CH2:5][C:4](=[O:7])[CH2:3][CH2:2]1.O[C:9]1[C:10]([C:19]([NH2:21])=[O:20])=[CH:11][C:12]2[C:17]([CH:18]=1)=[CH:16][CH:15]=[CH:14][CH:13]=2.N1CCOCC1. (10) Given the product [C:1]([CH2:4][NH:5][C:6]1[C:14]2[C:9](=[CH:10][CH:11]=[C:12]([O:15][C:43]3[CH:44]=[CH:45][C:40]([Cl:39])=[C:41]([O:49][C:50]([F:53])([F:52])[F:51])[CH:42]=3)[CH:13]=2)[N:8]([C:26]2[CH:31]=[CH:30][C:29]([O:32][CH:33]([CH3:35])[CH3:34])=[CH:28][CH:27]=2)[C:7]=1[C:36]([OH:38])=[O:37])(=[O:3])[CH3:2], predict the reactants needed to synthesize it. The reactants are: [C:1]([CH2:4][NH:5][C:6]1[C:14]2[C:9](=[CH:10][CH:11]=[C:12]([O:15]C3C=CC(C(F)(F)F)=CC=3)[CH:13]=2)[N:8]([C:26]2[CH:31]=[CH:30][C:29]([O:32][CH:33]([CH3:35])[CH3:34])=[CH:28][CH:27]=2)[C:7]=1[C:36]([OH:38])=[O:37])(=[O:3])[CH3:2].[Cl:39][C:40]1[CH:45]=[CH:44][C:43](B(O)O)=[CH:42][C:41]=1[O:49][C:50]([F:53])([F:52])[F:51].